From a dataset of Full USPTO retrosynthesis dataset with 1.9M reactions from patents (1976-2016). Predict the reactants needed to synthesize the given product. Given the product [CH:13]([C@H:9]1[CH2:10][CH2:11][S:32][C:31](=[N:30][C:22]2[CH:23]=[CH:24][C:25]([N+:27]([O-:29])=[O:28])=[CH:26][C:21]=2[CH3:20])[NH:8]1)([CH3:15])[CH3:14], predict the reactants needed to synthesize it. The reactants are: C(OC([NH:8][C@@H:9]([CH:13]([CH3:15])[CH3:14])[CH2:10][CH2:11]O)=O)(C)(C)C.O=S(Cl)Cl.[CH3:20][C:21]1[CH:26]=[C:25]([N+:27]([O-:29])=[O:28])[CH:24]=[CH:23][C:22]=1[N:30]=[C:31]=[S:32].